From a dataset of Tyrosyl-DNA phosphodiesterase HTS with 341,365 compounds. Binary Classification. Given a drug SMILES string, predict its activity (active/inactive) in a high-throughput screening assay against a specified biological target. (1) The molecule is O=C(NC1CCCCC1)Nc1cc2nc(n(c2cc1)C)CCN1CCC(CC1)C. The result is 0 (inactive). (2) The molecule is s1c(NC(=O)CCC(=O)N(CC(=O)NCC2OCCC2)c2cc(ccc2)C(F)(F)F)ncc1. The result is 0 (inactive). (3) The molecule is O=C1N(C(NC(=O)NCC(C)C)C(N1C)NC(=O)NCC(C)C)C. The result is 0 (inactive). (4) The molecule is O(Cc1cc(ccc1)C(O)=O)c1c(OC)cc(cc1)/C=C\[N+]([O-])=O. The result is 1 (active).